Dataset: Forward reaction prediction with 1.9M reactions from USPTO patents (1976-2016). Task: Predict the product of the given reaction. Given the reactants [NH2:1][C:2]1[CH:19]=[CH:18][C:5]2[CH2:6][N:7]([C:11]([O:13][C:14]([CH3:17])([CH3:16])[CH3:15])=[O:12])[CH2:8][CH2:9][CH2:10][C:4]=2[CH:3]=1.Cl[C:21]1[N:26]=[C:25]([NH:27][C@@H:28]2[CH2:33][CH2:32][CH2:31][N:30]([C:34](=[O:37])[CH:35]=[CH2:36])[CH2:29]2)[C:24]([F:38])=[CH:23][N:22]=1.CN(C1C(C2C(P(C3CCCCC3)C3CCCCC3)=CC=CC=2)=CC=CC=1)C.C([O-])([O-])=O.[Cs+].[Cs+], predict the reaction product. The product is: [C:34]([N:30]1[CH2:31][CH2:32][CH2:33][C@@H:28]([NH:27][C:25]2[C:24]([F:38])=[CH:23][N:22]=[C:21]([NH:1][C:2]3[CH:19]=[CH:18][C:5]4[CH2:6][N:7]([C:11]([O:13][C:14]([CH3:16])([CH3:15])[CH3:17])=[O:12])[CH2:8][CH2:9][CH2:10][C:4]=4[CH:3]=3)[N:26]=2)[CH2:29]1)(=[O:37])[CH:35]=[CH2:36].